From a dataset of NCI-60 drug combinations with 297,098 pairs across 59 cell lines. Regression. Given two drug SMILES strings and cell line genomic features, predict the synergy score measuring deviation from expected non-interaction effect. (1) Drug 1: CC1=C(C(=CC=C1)Cl)NC(=O)C2=CN=C(S2)NC3=CC(=NC(=N3)C)N4CCN(CC4)CCO. Drug 2: CN(CC1=CN=C2C(=N1)C(=NC(=N2)N)N)C3=CC=C(C=C3)C(=O)NC(CCC(=O)O)C(=O)O. Cell line: ACHN. Synergy scores: CSS=31.8, Synergy_ZIP=-3.90, Synergy_Bliss=-3.98, Synergy_Loewe=-9.07, Synergy_HSA=-1.62. (2) Drug 1: CCCS(=O)(=O)NC1=C(C(=C(C=C1)F)C(=O)C2=CNC3=C2C=C(C=N3)C4=CC=C(C=C4)Cl)F. Drug 2: CC1=C(C=C(C=C1)NC2=NC=CC(=N2)N(C)C3=CC4=NN(C(=C4C=C3)C)C)S(=O)(=O)N.Cl. Cell line: CAKI-1. Synergy scores: CSS=54.4, Synergy_ZIP=21.7, Synergy_Bliss=21.3, Synergy_Loewe=23.4, Synergy_HSA=23.7. (3) Drug 1: CC1=C2C(C(=O)C3(C(CC4C(C3C(C(C2(C)C)(CC1OC(=O)C(C(C5=CC=CC=C5)NC(=O)OC(C)(C)C)O)O)OC(=O)C6=CC=CC=C6)(CO4)OC(=O)C)OC)C)OC. Drug 2: C1CCC(C(C1)N)N.C(=O)(C(=O)[O-])[O-].[Pt+4]. Cell line: NCI/ADR-RES. Synergy scores: CSS=28.4, Synergy_ZIP=-4.97, Synergy_Bliss=3.16, Synergy_Loewe=4.90, Synergy_HSA=4.85. (4) Drug 1: C1=C(C(=O)NC(=O)N1)N(CCCl)CCCl. Drug 2: CCC1(C2=C(COC1=O)C(=O)N3CC4=CC5=C(C=CC(=C5CN(C)C)O)N=C4C3=C2)O.Cl. Cell line: HOP-92. Synergy scores: CSS=36.2, Synergy_ZIP=-9.32, Synergy_Bliss=-3.27, Synergy_Loewe=0.0200, Synergy_HSA=1.05.